Dataset: Forward reaction prediction with 1.9M reactions from USPTO patents (1976-2016). Task: Predict the product of the given reaction. Given the reactants Br[C:2]1[C:3]([CH3:14])=[N:4][NH:5][C:6]=1[C:7]1[CH:12]=[CH:11][C:10]([F:13])=[CH:9][CH:8]=1.[O:15]1[CH2:19][CH2:18][CH:17]([CH2:20]O)[CH2:16]1.C1(P(C2C=CC=CC=2)C2C=CC=CC=2)C=CC=CC=1.N(C(OC(C)C)=O)=NC(OC(C)C)=O.CC1(C)C(C)(C)OB([C:63]2[CH:64]=[CH:65][C:66]3[O:71][CH2:70][C:69](=[O:72])[NH:68][C:67]=3[CH:73]=2)O1.[Cs], predict the reaction product. The product is: [F:13][C:10]1[CH:11]=[CH:12][C:7]([C:6]2[N:5]([CH2:20][CH:17]3[CH2:18][CH2:19][O:15][CH2:16]3)[N:4]=[C:3]([CH3:14])[C:2]=2[C:63]2[CH:64]=[CH:65][C:66]3[O:71][CH2:70][C:69](=[O:72])[NH:68][C:67]=3[CH:73]=2)=[CH:8][CH:9]=1.